Dataset: Catalyst prediction with 721,799 reactions and 888 catalyst types from USPTO. Task: Predict which catalyst facilitates the given reaction. (1) Reactant: CCN(C(C)C)C(C)C.[Cl:10][C:11]1[C:12]([C:30]2[CH:31]=[N:32][N:33]3[CH:38]=[CH:37][CH:36]=[CH:35][C:34]=23)=[N:13][C:14]([NH:17][C:18]2[CH:23]=[C:22]([N+:24]([O-:26])=[O:25])[C:21](F)=[CH:20][C:19]=2[O:28][CH3:29])=[N:15][CH:16]=1.[CH3:39][N:40]([CH3:50])[C:41](=[O:49])[CH2:42][N:43]1[CH2:48][CH2:47][NH:46][CH2:45][CH2:44]1. Product: [Cl:10][C:11]1[C:12]([C:30]2[CH:31]=[N:32][N:33]3[CH:38]=[CH:37][CH:36]=[CH:35][C:34]=23)=[N:13][C:14]([NH:17][C:18]2[C:19]([O:28][CH3:29])=[CH:20][C:21]([N:46]3[CH2:45][CH2:44][N:43]([CH2:42][C:41]([N:40]([CH3:50])[CH3:39])=[O:49])[CH2:48][CH2:47]3)=[C:22]([N+:24]([O-:26])=[O:25])[CH:23]=2)=[N:15][CH:16]=1. The catalyst class is: 836. (2) Reactant: [CH2:1]([C:5]([C:21]1[CH:26]=[CH:25][C:24]([O:27][CH2:28][C:29]([O:31]CC)=[O:30])=[CH:23][CH:22]=1)=[C:6]([C:14]1[CH:19]=[CH:18][C:17]([OH:20])=[CH:16][CH:15]=1)[C:7]1[CH:12]=[CH:11][C:10]([OH:13])=[CH:9][CH:8]=1)[CH2:2][CH2:3][CH3:4].[OH-].[Na+].Cl. Product: [CH2:1]([C:5]([C:21]1[CH:22]=[CH:23][C:24]([O:27][CH2:28][C:29]([OH:31])=[O:30])=[CH:25][CH:26]=1)=[C:6]([C:14]1[CH:19]=[CH:18][C:17]([OH:20])=[CH:16][CH:15]=1)[C:7]1[CH:8]=[CH:9][C:10]([OH:13])=[CH:11][CH:12]=1)[CH2:2][CH2:3][CH3:4]. The catalyst class is: 242. (3) Reactant: [CH2:1]([O:8][C:9]1[CH:14]=[C:13](Br)[CH:12]=[CH:11][C:10]=1[O:16][CH3:17])[C:2]1[CH:7]=[CH:6][CH:5]=[CH:4][CH:3]=1.[CH3:18][C:19]([CH3:24])([CH3:23])[C:20](=[O:22])[CH3:21].C(O[Na])(C)(C)C.CC1(C)C2C(=C(P(C3C=CC=CC=3)C3C=CC=CC=3)C=CC=2)OC2C(P(C3C=CC=CC=3)C3C=CC=CC=3)=CC=CC1=2. Product: [CH2:1]([O:8][C:9]1[CH:14]=[C:13]([CH2:21][C:20](=[O:22])[C:19]([CH3:24])([CH3:23])[CH3:18])[CH:12]=[CH:11][C:10]=1[O:16][CH3:17])[C:2]1[CH:7]=[CH:6][CH:5]=[CH:4][CH:3]=1. The catalyst class is: 62. (4) Reactant: [F:1][C:2]1[CH:3]=[C:4]2[C:9](=[CH:10][CH:11]=1)[N:8]=[CH:7][CH:6]=[C:5]2[CH:12]1[CH2:17][CH2:16][CH:15]([CH:18]([CH2:24][CH3:25])[C:19]([O:21]CC)=[O:20])[CH2:14][CH2:13]1.[Li+].[OH-].C(OCC)(=O)C. Product: [F:1][C:2]1[CH:3]=[C:4]2[C:9](=[CH:10][CH:11]=1)[N:8]=[CH:7][CH:6]=[C:5]2[CH:12]1[CH2:13][CH2:14][CH:15]([CH:18]([CH2:24][CH3:25])[C:19]([OH:21])=[O:20])[CH2:16][CH2:17]1. The catalyst class is: 36. (5) Reactant: I([O-])(=O)(=O)=[O:2].[Na+].[CH3:7][C:8]([CH3:41])([CH2:39][CH3:40])[CH2:9][C:10]1[N:11]=[C:12]([C:21]([OH:38])([CH3:37])[CH2:22][C:23]2[CH:28]=[CH:27][C:26]([C:29]3[CH:34]=[CH:33][CH:32]=[CH:31][C:30]=3[S:35][CH3:36])=[CH:25][CH:24]=2)[N:13]([S:15]([N:18]([CH3:20])[CH3:19])(=[O:17])=[O:16])[CH:14]=1. Product: [CH3:7][C:8]([CH3:41])([CH2:39][CH3:40])[CH2:9][C:10]1[N:11]=[C:12]([C:21]([OH:38])([CH3:37])[CH2:22][C:23]2[CH:24]=[CH:25][C:26]([C:29]3[CH:34]=[CH:33][CH:32]=[CH:31][C:30]=3[S:35]([CH3:36])=[O:2])=[CH:27][CH:28]=2)[N:13]([S:15]([N:18]([CH3:19])[CH3:20])(=[O:16])=[O:17])[CH:14]=1. The catalyst class is: 40. (6) Reactant: [C:1]1([CH:7]([C:10]2[CH:15]=[CH:14][CH:13]=[CH:12][CH:11]=2)[C:8]#[N:9])[CH:6]=[CH:5][CH:4]=[CH:3][CH:2]=1.[C:16]1(=[O:21])[CH2:20][CH2:19][CH:18]=[CH:17]1.CC(C)([O-])C.[K+].Cl. Product: [O:21]=[C:16]1[CH2:20][CH2:19][CH:18]([C:7]([C:1]2[CH:2]=[CH:3][CH:4]=[CH:5][CH:6]=2)([C:10]2[CH:11]=[CH:12][CH:13]=[CH:14][CH:15]=2)[C:8]#[N:9])[CH2:17]1. The catalyst class is: 1. (7) Reactant: CC1C=CC(S(OCC2CC3C=C(Cl)C=C(OC)C=3O2)(=O)=O)=CC=1.[N-]=[N+]=[N-].[Na+].[N:29]([CH2:32][CH:33]1[CH2:37][C:36]2[CH:38]=[C:39]([Cl:44])[CH:40]=[C:41]([O:42][CH3:43])[C:35]=2[O:34]1)=[N+]=[N-].[N-]=[N+]=[N-]. Product: [Cl:44][C:39]1[CH:40]=[C:41]([O:42][CH3:43])[C:35]2[O:34][CH:33]([CH2:32][NH2:29])[CH2:37][C:36]=2[CH:38]=1. The catalyst class is: 553.